Dataset: Reaction yield outcomes from USPTO patents with 853,638 reactions. Task: Predict the reaction yield, written as a fraction of the theoretical maximum amount of product (1.0 means a 100% yield; for example, 0.34 means a 34% yield). (1) The reactants are [CH3:1][O:2][C:3]1[C:8]([N+:9]([O-])=O)=[CH:7][CH:6]=[CH:5][C:4]=1[C:12]1[O:16][C:15]([C:17]([OH:19])=[O:18])=[CH:14][CH:13]=1.C([O-])=O.[NH4+]. The catalyst is C(OCC)(=O)C.[Pd]. The product is [NH2:9][C:8]1[C:3]([O:2][CH3:1])=[C:4]([C:12]2[O:16][C:15]([C:17]([OH:19])=[O:18])=[CH:14][CH:13]=2)[CH:5]=[CH:6][CH:7]=1. The yield is 0.744. (2) The reactants are [CH2:1]([O:3][C:4]1[CH:9]=[CH:8][CH:7]=[CH:6][C:5]=1[C:10]1[CH:15]=[CH:14][C:13]([NH2:16])=[CH:12][C:11]=1[N+:17]([O-:19])=[O:18])[CH3:2].[CH3:20][C:21]([O:24][C:25](O[C:25]([O:24][C:21]([CH3:23])([CH3:22])[CH3:20])=[O:26])=[O:26])([CH3:23])[CH3:22]. No catalyst specified. The product is [C:21]([O:24][C:25](=[O:26])[NH:16][C:13]1[CH:14]=[CH:15][C:10]([C:5]2[CH:6]=[CH:7][CH:8]=[CH:9][C:4]=2[O:3][CH2:1][CH3:2])=[C:11]([N+:17]([O-:19])=[O:18])[CH:12]=1)([CH3:23])([CH3:22])[CH3:20]. The yield is 0.830. (3) The reactants are [OH-].[Na+].O.NN.[C:6]([C:9]1[CH:14]=[CH:13][CH:12]=[C:11]([C:15](=O)[CH3:16])[N:10]=1)(=O)[CH3:7]. The catalyst is C(O)COCCO. The product is [CH2:6]([C:9]1[CH:14]=[CH:13][CH:12]=[C:11]([CH2:15][CH3:16])[N:10]=1)[CH3:7]. The yield is 0.580. (4) The reactants are [NH:1]([C:3]1[CH:8]=[C:7]([C:9]#[N:10])[CH:6]=[CH:5][N:4]=1)[NH2:2].O=[C:12]([CH2:19][C:20]1[CH:25]=[CH:24][CH:23]=[CH:22][CH:21]=1)[CH2:13][C:14](OCC)=[O:15]. No catalyst specified. The product is [CH2:19]([C:12]1[CH:13]=[C:14]([OH:15])[N:1]([C:3]2[CH:8]=[C:7]([C:9]#[N:10])[CH:6]=[CH:5][N:4]=2)[N:2]=1)[C:20]1[CH:25]=[CH:24][CH:23]=[CH:22][CH:21]=1. The yield is 0.530. (5) The reactants are [Br:1][C:2]1[C:7]([NH2:8])=[CH:6][C:5]([Cl:9])=[CH:4][N:3]=1.[C:10]([C:14]1[CH:19]=[CH:18][C:17]([S:20](Cl)(=[O:22])=[O:21])=[CH:16][CH:15]=1)([CH3:13])([CH3:12])[CH3:11]. The catalyst is N1C=CC=CC=1. The product is [Br:1][C:2]1[C:7]([NH:8][S:20]([C:17]2[CH:18]=[CH:19][C:14]([C:10]([CH3:13])([CH3:12])[CH3:11])=[CH:15][CH:16]=2)(=[O:22])=[O:21])=[CH:6][C:5]([Cl:9])=[CH:4][N:3]=1. The yield is 0.660. (6) The product is [CH3:21][C:9]1[C:10]([CH2:11][N:12]2[CH2:16][CH:15]([CH2:17][CH2:18][CH3:19])[CH2:14][C:13]2=[O:20])=[C:5]2[N:4]=[CH:3][C:2]([C:29]#[C:28][C:22]3[CH:27]=[CH:26][CH:25]=[CH:24][CH:23]=3)=[CH:7][N:6]2[N:8]=1. The reactants are Br[C:2]1[CH:3]=[N:4][C:5]2[N:6]([N:8]=[C:9]([CH3:21])[C:10]=2[CH2:11][N:12]2[CH2:16][CH:15]([CH2:17][CH2:18][CH3:19])[CH2:14][C:13]2=[O:20])[CH:7]=1.[C:22]1([C:28]#[CH:29])[CH:27]=[CH:26][CH:25]=[CH:24][CH:23]=1.[O-]P([O-])([O-])=O.[K+].[K+].[K+]. The catalyst is O.C(O)(C)C.[Pd]. The yield is 0.110. (7) The reactants are [F:1][C:2]1[CH:7]=[CH:6][CH:5]=[C:4]([F:8])[C:3]=1[N:9]1[C:14]2[N:15]=[C:16]([N:29]3[CH2:34][CH2:33][CH:32]([N:35]4[CH2:40][CH2:39][CH:38]([CH3:41])[CH2:37][CH2:36]4)[CH2:31][CH2:30]3)[N:17]=[C:18]([C:19]3[CH:20]=[C:21]([CH:25]=[CH:26][C:27]=3[CH3:28])[C:22](O)=[O:23])[C:13]=2[CH:12]=[CH:11][C:10]1=[O:42].CN(C(O[N:51]1N=N[C:53]2C=CC=C[C:52]1=2)=[N+](C)C)C.F[P-](F)(F)(F)(F)F.C(N(CC)CC)C.C(N)C. The catalyst is CN(C=O)C.C1COCC1. The product is [F:8][C:4]1[CH:5]=[CH:6][CH:7]=[C:2]([F:1])[C:3]=1[N:9]1[C:14]2[N:15]=[C:16]([N:29]3[CH2:34][CH2:33][CH:32]([N:35]4[CH2:40][CH2:39][CH:38]([CH3:41])[CH2:37][CH2:36]4)[CH2:31][CH2:30]3)[N:17]=[C:18]([C:19]3[CH:20]=[C:21]([CH:25]=[CH:26][C:27]=3[CH3:28])[C:22]([NH:51][CH2:52][CH3:53])=[O:23])[C:13]=2[CH:12]=[CH:11][C:10]1=[O:42]. The yield is 0.780.